From a dataset of Catalyst prediction with 721,799 reactions and 888 catalyst types from USPTO. Predict which catalyst facilitates the given reaction. (1) Reactant: [CH3:1][O:2][C:3]1[C:12]2[N:11]=[C:10]([NH2:13])[N:9]3[CH2:14][CH2:15][N:16]=[C:8]3[C:7]=2[CH:6]=[CH:5][C:4]=1[O:17][CH2:18][C@H:19]1[CH2:21][O:20]1.[NH:22]1[CH2:25][CH2:24][CH2:23]1. Product: [N:22]1([CH2:21][C@@H:19]([OH:20])[CH2:18][O:17][C:4]2[CH:5]=[CH:6][C:7]3[C:8]4[N:9]([CH2:14][CH2:15][N:16]=4)[C:10]([NH2:13])=[N:11][C:12]=3[C:3]=2[O:2][CH3:1])[CH2:25][CH2:24][CH2:23]1. The catalyst class is: 3. (2) Reactant: [CH2:1]([NH2:9])[CH2:2][C:3]1[CH:8]=[CH:7][CH:6]=[CH:5][CH:4]=1.C(N(CC)CC)C.Cl.[F:18][C:19]([F:53])([F:52])[C:20]1[CH:25]=[C:24]([C:26]2[CH:31]=[CH:30][C:29]([C:32]([F:35])([F:34])[F:33])=[CH:28][CH:27]=2)[N:23]=[C:22]([C:36]2[CH:41]=[CH:40][N:39]=[C:38]([C:42]3[CH:43]=[C:44]([S:48](Cl)(=[O:50])=[O:49])[CH:45]=[CH:46][CH:47]=3)[CH:37]=2)[N:21]=1. Product: [CH2:1]([NH:9][S:48]([C:44]1[CH:45]=[CH:46][CH:47]=[C:42]([C:38]2[CH:37]=[C:36]([C:22]3[N:21]=[C:20]([C:19]([F:18])([F:52])[F:53])[CH:25]=[C:24]([C:26]4[CH:31]=[CH:30][C:29]([C:32]([F:35])([F:33])[F:34])=[CH:28][CH:27]=4)[N:23]=3)[CH:41]=[CH:40][N:39]=2)[CH:43]=1)(=[O:49])=[O:50])[CH2:2][C:3]1[CH:8]=[CH:7][CH:6]=[CH:5][CH:4]=1. The catalyst class is: 1. (3) Reactant: [C:1]([O:5][C:6]([N:8]1[CH2:12][CH2:11][CH2:10][CH:9]1[C:13]([OH:15])=[O:14])=[O:7])([CH3:4])([CH3:3])[CH3:2].C(N(CC)CC)C.Br[CH2:24][C:25]([C:27]1[C:36]2[C:31](=[CH:32][CH:33]=[CH:34][CH:35]=2)[C:30]([Br:37])=[CH:29][CH:28]=1)=[O:26]. Product: [C:1]([O:5][C:6]([N:8]1[CH2:12][CH2:11][CH2:10][CH:9]1[C:13]([O:15][CH2:24][C:25]([C:27]1[C:36]2[C:31](=[CH:32][CH:33]=[CH:34][CH:35]=2)[C:30]([Br:37])=[CH:29][CH:28]=1)=[O:26])=[O:14])=[O:7])([CH3:4])([CH3:2])[CH3:3]. The catalyst class is: 10. (4) The catalyst class is: 126. Reactant: [F:1][C:2]1[CH:3]=[C:4]2[C:9](=[CH:10][CH:11]=1)[CH:8]=[N:7][C:6]([C:12]([NH:14][NH2:15])=[O:13])=[CH:5]2.[N:16]([O-])=O.[Na+]. Product: [F:1][C:2]1[CH:3]=[C:4]2[C:9](=[CH:10][CH:11]=1)[CH:8]=[N:7][C:6]([C:12]([N:14]=[N+:15]=[N-:16])=[O:13])=[CH:5]2. (5) Reactant: [CH3:1][O:2][C:3](=[O:20])[CH2:4][NH:5][CH2:6][C:7]1[CH:8]=[C:9]([CH:14]=[CH:15][C:16]=1[N+:17]([O-:19])=[O:18])[C:10]([O:12][CH3:13])=[O:11].[C:21](O[C:21]([O:23][C:24]([CH3:27])([CH3:26])[CH3:25])=[O:22])([O:23][C:24]([CH3:27])([CH3:26])[CH3:25])=[O:22]. Product: [C:24]([O:23][C:21]([N:5]([CH2:6][C:7]1[CH:8]=[C:9]([CH:14]=[CH:15][C:16]=1[N+:17]([O-:19])=[O:18])[C:10]([O:12][CH3:13])=[O:11])[CH2:4][C:3]([O:2][CH3:1])=[O:20])=[O:22])([CH3:27])([CH3:26])[CH3:25]. The catalyst class is: 143. (6) Reactant: [C:1]([OH:14])(=[O:13])[C:2]1[CH:12]=[C:9]([O:10][CH3:11])[C:7]([OH:8])=[C:4]([O:5][CH3:6])[CH:3]=1.[C:15](OC(=O)C)(=[O:17])[CH3:16]. Product: [C:15]([O:8][C:7]1[C:9]([O:10][CH3:11])=[CH:12][C:2]([C:1]([OH:14])=[O:13])=[CH:3][C:4]=1[O:5][CH3:6])(=[O:17])[CH3:16]. The catalyst class is: 17. (7) Reactant: [Si]([O:8][CH2:9][C:10]([C:13]1[N:17]2[N:18]=[C:19]([C:22]3[N:26]4[CH2:27][CH2:28][CH2:29][C:25]4=[N:24][C:23]=3[C:30]3[CH:35]=[CH:34][C:33]([F:36])=[CH:32][C:31]=3[F:37])[CH:20]=[CH:21][C:16]2=[N:15][N:14]=1)([CH3:12])[CH3:11])(C(C)(C)C)(C)C.CCCC[N+](CCCC)(CCCC)CCCC.[F-]. Product: [F:37][C:31]1[CH:32]=[C:33]([F:36])[CH:34]=[CH:35][C:30]=1[C:23]1[N:24]=[C:25]2[CH2:29][CH2:28][CH2:27][N:26]2[C:22]=1[C:19]1[CH:20]=[CH:21][C:16]2[N:17]([C:13]([C:10]([CH3:12])([CH3:11])[CH2:9][OH:8])=[N:14][N:15]=2)[N:18]=1. The catalyst class is: 1. (8) Reactant: [Li+].CC([N-]C(C)C)C.[F:9][C:10]1[C:11]([C:16]#[N:17])=[N:12][CH:13]=[CH:14][CH:15]=1.[I:18]I. The catalyst class is: 1. Product: [F:9][C:10]1[C:11]([C:16]#[N:17])=[N:12][CH:13]=[CH:14][C:15]=1[I:18]. (9) Reactant: [C:1]([O:5][C:6]([N:8]1[CH2:13][CH2:12][NH:11][CH2:10][CH:9]1[C:14]1[CH:19]=[CH:18][C:17]([Cl:20])=[CH:16][CH:15]=1)=[O:7])([CH3:4])([CH3:3])[CH3:2].Cl[C:22]1[N:27]([CH3:28])[C:26](=[O:29])[CH:25]=[C:24]([C:30]2[CH:35]=[CH:34][N:33]=[CH:32][CH:31]=2)[N:23]=1.C(N(CC)CC)C. Product: [C:1]([O:5][C:6]([N:8]1[CH2:13][CH2:12][N:11]([C:22]2[N:27]([CH3:28])[C:26](=[O:29])[CH:25]=[C:24]([C:30]3[CH:31]=[CH:32][N:33]=[CH:34][CH:35]=3)[N:23]=2)[CH2:10][CH:9]1[C:14]1[CH:15]=[CH:16][C:17]([Cl:20])=[CH:18][CH:19]=1)=[O:7])([CH3:4])([CH3:2])[CH3:3]. The catalyst class is: 7.